From a dataset of Full USPTO retrosynthesis dataset with 1.9M reactions from patents (1976-2016). Predict the reactants needed to synthesize the given product. Given the product [CH2:3]([N:10]([CH2:32][C:33]1[CH:34]=[CH:35][CH:36]=[CH:37][CH:38]=1)[C:11]1[N:19]=[C:18]([CH2:20][CH2:21][C:22]2([CH3:30])[O:23][CH2:24][C:25]([CH3:29])([CH3:28])[CH2:26][O:27]2)[N:17]=[C:16]2[C:12]=1[N:13]=[C:14]([Br:1])[N:15]2[CH3:31])[C:4]1[CH:5]=[CH:6][CH:7]=[CH:8][CH:9]=1, predict the reactants needed to synthesize it. The reactants are: [Br:1]Br.[CH2:3]([N:10]([CH2:32][C:33]1[CH:38]=[CH:37][CH:36]=[CH:35][CH:34]=1)[C:11]1[N:19]=[C:18]([CH2:20][CH2:21][C:22]2([CH3:30])[O:27][CH2:26][C:25]([CH3:29])([CH3:28])[CH2:24][O:23]2)[N:17]=[C:16]2[C:12]=1[N:13]=[CH:14][N:15]2[CH3:31])[C:4]1[CH:9]=[CH:8][CH:7]=[CH:6][CH:5]=1.C([O-])(=O)C.C([O-])(=O)C.[Na+].